This data is from Full USPTO retrosynthesis dataset with 1.9M reactions from patents (1976-2016). The task is: Predict the reactants needed to synthesize the given product. (1) Given the product [CH2:13]([C:11]1[CH:10]=[C:5]([CH:4]=[C:3]([CH3:2])[N:12]=1)[C:6]([NH:8][NH2:9])=[O:7])[CH3:14], predict the reactants needed to synthesize it. The reactants are: Cl.[CH3:2][C:3]1[CH:4]=[C:5]([CH:10]=[C:11]([CH3:13])[N:12]=1)[C:6]([NH:8][NH2:9])=[O:7].[CH2:14](C1C=C(C=C(C)N=1)C(O)=O)C. (2) Given the product [CH3:24][C:25]([CH2:30][CH2:31][CH2:32][CH:33]([CH3:40])[CH2:34][CH2:35][CH2:36][CH:37]([CH3:39])[CH3:38])=[CH:26][CH2:27][CH2:28][O:29][S:14]([C:11]1[CH:12]=[CH:13][C:8]([CH3:18])=[CH:9][CH:10]=1)(=[O:16])=[O:15], predict the reactants needed to synthesize it. The reactants are: C(N(CC)CC)C.[C:8]1([CH3:18])[CH:13]=[CH:12][C:11]([S:14](Cl)(=[O:16])=[O:15])=[CH:10][CH:9]=1.Cl.CN(C)C.[CH3:24][C:25]([CH2:30][CH2:31][CH2:32][CH:33]([CH3:40])[CH2:34][CH2:35][CH2:36][CH:37]([CH3:39])[CH3:38])=[CH:26][CH2:27][CH2:28][OH:29].CN(C)CCCN. (3) Given the product [C:37]([N:40]1[C:26]2[C:21](=[CH:20][CH:19]=[C:18]([NH:17][S:14]([C:8]3[CH:9]=[CH:10][C:11]([F:13])=[CH:12][C:7]=3/[CH:6]=[CH:5]\[CH2:4][N:3]([CH2:1][CH3:2])[CH2:35][CH3:36])(=[O:15])=[O:16])[C:27]=2[C:28]([O:30][CH3:31])=[O:29])[C@H:22]2[CH2:34][CH2:33][O:32][C@H:23]2[CH2:41]1)(=[O:39])[CH3:38], predict the reactants needed to synthesize it. The reactants are: [CH2:1]([N:3]([CH2:35][CH3:36])[CH2:4]/[CH:5]=[CH:6]\[C:7]1[CH:12]=[C:11]([F:13])[CH:10]=[CH:9][C:8]=1[S:14]([NH:17][C:18]1[C:27]([C:28]([O:30][CH3:31])=[O:29])=[C:26]2[C:21]([C:22]3[CH:34]=[CH:33][O:32][C:23]=3CO2)=[CH:20][CH:19]=1)(=[O:16])=[O:15])[CH3:2].[C:37]([N:40]1C2C(=CC=C(NS(C3C=CC(F)=CC=3Br)(=O)=O)C=2C(OC)=O)[C@H]2CCO[C@H]2[CH2:41]1)(=[O:39])[CH3:38]. (4) The reactants are: [C:1]1([C:7]2[N:11]([C:12]3[CH:17]=[CH:16][CH:15]=[CH:14][C:13]=3[F:18])[N:10]=[N:9][C:8]=2[C:19]([OH:21])=O)[CH:6]=[CH:5][CH:4]=[CH:3][CH:2]=1.[NH2:22][C:23](=[N:41]O)[C:24]1[CH:29]=[CH:28][C:27]([CH2:30][CH2:31][C:32]([O:34][C:35]([CH3:38])([CH3:37])[CH3:36])=[O:33])=[CH:26][C:25]=1[O:39][CH3:40]. Given the product [F:18][C:13]1[CH:14]=[CH:15][CH:16]=[CH:17][C:12]=1[N:11]1[C:7]([C:1]2[CH:2]=[CH:3][CH:4]=[CH:5][CH:6]=2)=[C:8]([C:19]2[O:21][N:41]=[C:23]([C:24]3[CH:29]=[CH:28][C:27]([CH2:30][CH2:31][C:32]([O:34][C:35]([CH3:36])([CH3:38])[CH3:37])=[O:33])=[CH:26][C:25]=3[O:39][CH3:40])[N:22]=2)[N:9]=[N:10]1, predict the reactants needed to synthesize it. (5) Given the product [CH:12]1([O:11][C:9]2[CH:8]=[C:4]([CH:3]=[C:2]([F:1])[CH:10]=2)[C:5]([NH:18][C:19]2[C:28]3[C:23](=[CH:24][CH:25]=[CH:26][CH:27]=3)[C:22]([O:29][CH2:30][CH2:31][N:32]3[CH2:33][CH2:34][O:35][CH2:36][CH2:37]3)=[CH:21][CH:20]=2)=[O:7])[CH2:17][CH2:16][CH2:15][CH2:14][CH2:13]1, predict the reactants needed to synthesize it. The reactants are: [F:1][C:2]1[CH:3]=[C:4]([CH:8]=[C:9]([O:11][CH:12]2[CH2:17][CH2:16][CH2:15][CH2:14][CH2:13]2)[CH:10]=1)[C:5]([OH:7])=O.[NH2:18][C:19]1[C:28]2[C:23](=[CH:24][CH:25]=[CH:26][CH:27]=2)[C:22]([O:29][CH2:30][CH2:31][N:32]2[CH2:37][CH2:36][O:35][CH2:34][CH2:33]2)=[CH:21][CH:20]=1.CN(C(ON1N=NC2C=CC=CC1=2)=[N+](C)C)C.F[P-](F)(F)(F)(F)F.CCN(C(C)C)C(C)C. (6) Given the product [CH3:1][C:2]1[N:3]([CH2:29][C:30]([OH:32])=[O:31])[C:4]2[CH2:5][C:6]([CH3:28])([CH3:27])[CH2:7][C:8](=[O:26])[C:9]=2[C:10]=1[CH2:11][C:12]1[CH:17]=[CH:16][CH:15]=[CH:14][C:13]=1[S:18]([C:21]1[S:22][CH:23]=[CH:24][CH:25]=1)(=[O:20])=[O:19], predict the reactants needed to synthesize it. The reactants are: [CH3:1][C:2]1[N:3]([CH2:29][C:30]([O:32]CC)=[O:31])[C:4]2[CH2:5][C:6]([CH3:28])([CH3:27])[CH2:7][C:8](=[O:26])[C:9]=2[C:10]=1[CH2:11][C:12]1[CH:17]=[CH:16][CH:15]=[CH:14][C:13]=1[S:18]([C:21]1[S:22][CH:23]=[CH:24][CH:25]=1)(=[O:20])=[O:19].[OH-].[Na+].